From a dataset of Catalyst prediction with 721,799 reactions and 888 catalyst types from USPTO. Predict which catalyst facilitates the given reaction. (1) The catalyst class is: 10. Product: [CH3:1][O:2][C:3]([C:5]1[C:6]2[C:7]([F:19])=[N:8][N:9]([CH2:14][CH:15]([CH3:17])[CH3:16])[C:10]=2[CH:11]=[CH:12][CH:13]=1)=[O:4]. Reactant: [CH3:1][O:2][C:3]([C:5]1[C:6]2[CH:7]=[N:8][N:9]([CH2:14][CH:15]([CH3:17])[CH3:16])[C:10]=2[CH:11]=[CH:12][CH:13]=1)=[O:4].[B-](F)(F)(F)[F:19].[B-](F)(F)(F)F.C1[N+]2(CCl)CC[N+](F)(CC2)C1.C(O)(=O)C.O. (2) Reactant: C1C(=O)N([I:8])C(=O)C1.[F:9][C:10]1[CH:15]=[C:14]([F:16])[CH:13]=[CH:12][C:11]=1[C:17]1[N:18]=[C:19]2[CH2:24][CH2:23][CH2:22][N:20]2[CH:21]=1. Product: [F:9][C:10]1[CH:15]=[C:14]([F:16])[CH:13]=[CH:12][C:11]=1[C:17]1[N:18]=[C:19]2[CH2:24][CH2:23][CH2:22][N:20]2[C:21]=1[I:8]. The catalyst class is: 3. (3) Reactant: [CH3:1][CH:2]([CH3:40])[CH:3]([N:9]1[CH2:12][CH:11]([CH2:13][C:14]2[N:15]([CH3:39])[C:16]3[C:21]([N:22]=2)=[C:20]([N:23]2[CH2:28][CH2:27][O:26][CH2:25][CH2:24]2)[N:19]=[C:18]([N:29]2[C:33]4[CH:34]=[CH:35][CH:36]=[CH:37][C:32]=4[N:31]=[C:30]2[CH3:38])[N:17]=3)[CH2:10]1)[C:4]([O:6]CC)=[O:5].C(O)C.[OH-].[Li+].Cl. Product: [CH3:1][CH:2]([CH3:40])[CH:3]([N:9]1[CH2:10][CH:11]([CH2:13][C:14]2[N:15]([CH3:39])[C:16]3[C:21]([N:22]=2)=[C:20]([N:23]2[CH2:28][CH2:27][O:26][CH2:25][CH2:24]2)[N:19]=[C:18]([N:29]2[C:33]4[CH:34]=[CH:35][CH:36]=[CH:37][C:32]=4[N:31]=[C:30]2[CH3:38])[N:17]=3)[CH2:12]1)[C:4]([OH:6])=[O:5]. The catalyst class is: 6. (4) Reactant: [O:1]1[CH2:6][CH2:5][CH:4]([OH:7])[CH2:3][CH2:2]1.Cl[C:9]1[C:28]([C:29]2[CH:30]=[N:31][CH:32]=[N:33][CH:34]=2)=[CH:27][C:12]([C:13]([NH:15][C:16]2[CH:21]=[CH:20][C:19]([O:22][C:23]([Cl:26])([F:25])[F:24])=[CH:18][CH:17]=2)=[O:14])=[CH:11][N:10]=1.C([O-])([O-])=O.[K+].[K+]. Product: [Cl:26][C:23]([F:24])([F:25])[O:22][C:19]1[CH:18]=[CH:17][C:16]([NH:15][C:13](=[O:14])[C:12]2[CH:27]=[C:28]([C:29]3[CH:34]=[N:33][CH:32]=[N:31][CH:30]=3)[C:9]([O:7][CH:4]3[CH2:5][CH2:6][O:1][CH2:2][CH2:3]3)=[N:10][CH:11]=2)=[CH:21][CH:20]=1. The catalyst class is: 23. (5) Reactant: [F:1][C:2]([F:17])([F:16])[O:3][C:4]1[CH:9]=[CH:8][C:7]([N:10]2[CH2:15][CH2:14][NH:13][CH2:12][CH2:11]2)=[CH:6][CH:5]=1.[Cl:18][C:19](Cl)([O:21]C(=O)OC(Cl)(Cl)Cl)Cl.N1C=CC=CC=1.C(OCC)(=O)C. The catalyst class is: 11. Product: [F:17][C:2]([F:1])([F:16])[O:3][C:4]1[CH:9]=[CH:8][C:7]([N:10]2[CH2:11][CH2:12][N:13]([C:19]([Cl:18])=[O:21])[CH2:14][CH2:15]2)=[CH:6][CH:5]=1. (6) Reactant: [F:1][C:2]1[CH:3]=[C:4]([CH:6]=[CH:7][C:8]=1[F:9])[NH2:5].[Cl:10][CH2:11][C:12](Cl)=[O:13]. Product: [Cl:10][CH2:11][C:12]([NH:5][C:4]1[CH:6]=[CH:7][C:8]([F:9])=[C:2]([F:1])[CH:3]=1)=[O:13]. The catalyst class is: 12. (7) Reactant: C([O:3][C:4](=[O:34])[CH2:5][NH:6][C:7](=[O:33])[C:8]1[CH:13]=[CH:12][CH:11]=[C:10]([C:14]2[CH:19]=[C:18]([NH:20][CH2:21][CH2:22][C:23]3[CH:28]=[CH:27][C:26]([Cl:29])=[CH:25][C:24]=3[Cl:30])[N:17]=[C:16]([O:31][CH3:32])[N:15]=2)[CH:9]=1)C.[OH-].[Li+].Cl. Product: [Cl:30][C:24]1[CH:25]=[C:26]([Cl:29])[CH:27]=[CH:28][C:23]=1[CH2:22][CH2:21][NH:20][C:18]1[N:17]=[C:16]([O:31][CH3:32])[N:15]=[C:14]([C:10]2[CH:9]=[C:8]([CH:13]=[CH:12][CH:11]=2)[C:7]([NH:6][CH2:5][C:4]([OH:34])=[O:3])=[O:33])[CH:19]=1. The catalyst class is: 87.